This data is from Full USPTO retrosynthesis dataset with 1.9M reactions from patents (1976-2016). The task is: Predict the reactants needed to synthesize the given product. (1) Given the product [C:39]1([S:36]([N:26]2[C:27]3[N:28]=[CH:29][N:30]=[C:31]([CH:33]4[CH2:34][CH2:35]4)[C:32]=3[C:24]([C:22]([C:19]3[C:18]([F:45])=[N:17][C:16]([NH:7][C:8]4[CH:9]=[N:10][C:11]([O:14][CH3:15])=[CH:12][CH:13]=4)=[CH:21][CH:20]=3)=[O:23])=[CH:25]2)(=[O:38])=[O:37])[CH:40]=[CH:41][CH:42]=[CH:43][CH:44]=1, predict the reactants needed to synthesize it. The reactants are: C(OC(=O)[N:7]([C:16]1[CH:21]=[CH:20][C:19]([C:22]([C:24]2[C:32]3[C:31]([CH:33]4[CH2:35][CH2:34]4)=[N:30][CH:29]=[N:28][C:27]=3[N:26]([S:36]([C:39]3[CH:44]=[CH:43][CH:42]=[CH:41][CH:40]=3)(=[O:38])=[O:37])[CH:25]=2)=[O:23])=[C:18]([F:45])[N:17]=1)[C:8]1[CH:9]=[N:10][C:11]([O:14][CH3:15])=[CH:12][CH:13]=1)(C)(C)C.FC(F)(F)C(O)=O.C(=O)([O-])[O-].[K+].[K+]. (2) Given the product [Cl:1][C:2]1[C:7]([CH3:8])=[CH:6][CH:5]=[C:4]([F:9])[C:3]=1[CH2:10][C:11]1[N:20]([C:14]2[CH:15]=[CH:16][CH:17]=[CH:18][CH:19]=2)[C:21](=[S:24])[NH:22][N:23]=1, predict the reactants needed to synthesize it. The reactants are: [Cl:1][C:2]1[C:7]([CH3:8])=[CH:6][CH:5]=[C:4]([F:9])[C:3]=1[CH2:10][C:11](O)=O.[C:14]1([NH:20][C:21](=[S:24])[NH:22][NH2:23])[CH:19]=[CH:18][CH:17]=[CH:16][CH:15]=1. (3) Given the product [O:22]=[C:23]1[O:29][C@H:28]([C@H:30]([CH2:32][OH:33])[OH:31])[C:26]([OH:27])=[C:24]1[OH:25].[CH3:1][NH:2][CH2:3][CH2:4][CH:5]([C:16]1[CH:17]=[CH:18][CH:19]=[CH:20][CH:21]=1)[O:6][C:7]1[CH:12]=[CH:11][C:10]([CH2:13][CH2:14][OH:15])=[CH:9][CH:8]=1, predict the reactants needed to synthesize it. The reactants are: [CH3:1][NH:2][CH2:3][CH2:4][CH:5]([C:16]1[CH:21]=[CH:20][CH:19]=[CH:18][CH:17]=1)[O:6][C:7]1[CH:12]=[CH:11][C:10]([CH2:13][CH2:14][OH:15])=[CH:9][CH:8]=1.[O:22]=[C:23]1[O:29][C@H:28]([C@H:30]([CH2:32][OH:33])[OH:31])[C:26]([OH:27])=[C:24]1[OH:25].